From a dataset of Full USPTO retrosynthesis dataset with 1.9M reactions from patents (1976-2016). Predict the reactants needed to synthesize the given product. (1) Given the product [CH3:88][O:89][C:90]([C:92]1([NH:96][C:36]([CH:13]2[CH2:14][CH:15]([O:17][C:18]3[C:27]4[C:22](=[CH:23][C:24]([O:28][CH3:29])=[CH:25][CH:26]=4)[N:21]=[C:20]([C:30]4[CH:35]=[CH:34][CH:33]=[CH:32][CH:31]=4)[CH:19]=3)[CH2:16][N:12]2[C:10](=[O:11])[CH:9]([NH:8][C:6]([O:5][C:1]([CH3:3])([CH3:2])[CH3:4])=[O:7])[C:39]([CH3:42])([CH3:41])[CH3:40])=[O:38])[CH2:95][CH2:94][CH2:93]1)=[O:91], predict the reactants needed to synthesize it. The reactants are: [C:1]([O:5][C:6]([NH:8][CH:9]([C:39]([CH3:42])([CH3:41])[CH3:40])[C:10]([N:12]1[CH2:16][CH:15]([O:17][C:18]2[C:27]3[C:22](=[CH:23][C:24]([O:28][CH3:29])=[CH:25][CH:26]=3)[N:21]=[C:20]([C:30]3[CH:35]=[CH:34][CH:33]=[CH:32][CH:31]=3)[CH:19]=2)[CH2:14][CH:13]1[C:36]([OH:38])=O)=[O:11])=[O:7])([CH3:4])([CH3:3])[CH3:2].CCN(C(C)C)C(C)C.CN(C(ON1N=NC2C=CC=CC1=2)=[N+](C)C)C.F[P-](F)(F)(F)(F)F.C1C=CC2N(O)N=NC=2C=1.O.Cl.[CH3:88][O:89][C:90]([C:92]1([NH2:96])[CH2:95][CH2:94][CH2:93]1)=[O:91]. (2) Given the product [CH3:35][O:34][C:24]1[CH:23]=[C:22]([O:14][CH2:13][C:10]2[CH:11]=[CH:12][C:7]([O:6][CH2:5]/[C:4](=[N:3]\[O:2][CH3:1])/[C:15]3[CH:20]=[CH:19][CH:18]=[CH:17][CH:16]=3)=[CH:8][CH:9]=2)[CH:27]=[CH:26][C:25]=1[CH2:28][CH2:29][C:30]([OH:32])=[O:31], predict the reactants needed to synthesize it. The reactants are: [CH3:1][O:2]/[N:3]=[C:4](/[C:15]1[CH:20]=[CH:19][CH:18]=[CH:17][CH:16]=1)\[CH2:5][O:6][C:7]1[CH:12]=[CH:11][C:10]([CH2:13][OH:14])=[CH:9][CH:8]=1.O[C:22]1[CH:27]=[CH:26][C:25]([CH2:28][CH2:29][C:30]([O:32]C)=[O:31])=[C:24]([O:34][CH3:35])[CH:23]=1. (3) Given the product [CH:1]([C:3]1[C:12]2[N:11]([CH3:13])[C:10](=[O:14])[CH:9]=[CH:8][C:7]=2[N:6]=[CH:5][C:4]=1[C:15]#[N:17])=[CH2:2], predict the reactants needed to synthesize it. The reactants are: [CH:1]([C:3]1[C:12]2[N:11]([CH3:13])[C:10](=[O:14])[CH:9]=[CH:8][C:7]=2[N:6]=[CH:5][C:4]=1[C:15]([NH2:17])=O)=[CH2:2].C(N(CC)CC)C.FC(F)(F)S(OS(C(F)(F)F)(=O)=O)(=O)=O.O. (4) Given the product [CH2:22]([N:24]1[CH2:25][CH2:26][N:27]([C:30]2[N:35]=[CH:34][C:33]([NH:36][C:2]3[N:3]=[C:4]([NH2:21])[C:5]4[S:10][CH:9]=[C:8]([C:11]5[CH:12]=[N:13][C:14]6[C:19]([CH:20]=5)=[CH:18][CH:17]=[CH:16][CH:15]=6)[C:6]=4[N:7]=3)=[CH:32][CH:31]=2)[CH2:28][CH2:29]1)[CH3:23], predict the reactants needed to synthesize it. The reactants are: Cl[C:2]1[N:3]=[C:4]([NH2:21])[C:5]2[S:10][CH:9]=[C:8]([C:11]3[CH:12]=[N:13][C:14]4[C:19]([CH:20]=3)=[CH:18][CH:17]=[CH:16][CH:15]=4)[C:6]=2[N:7]=1.[CH2:22]([N:24]1[CH2:29][CH2:28][N:27]([C:30]2[N:35]=[CH:34][C:33]([NH2:36])=[CH:32][CH:31]=2)[CH2:26][CH2:25]1)[CH3:23]. (5) Given the product [C:17]([O:21][C:22]([N:24]1[CH2:29][CH2:28][CH:27]([N:30]([C:14]([C:11]2[O:10][C:9]([C:6]3[CH:5]=[CH:4][C:3]([C:1]#[N:2])=[CH:8][CH:7]=3)=[N:13][CH:12]=2)=[O:16])[CH:31]2[CH2:32][CH2:33]2)[CH2:26][CH2:25]1)=[O:23])([CH3:20])([CH3:18])[CH3:19], predict the reactants needed to synthesize it. The reactants are: [C:1]([C:3]1[CH:8]=[CH:7][C:6]([C:9]2[O:10][C:11]([C:14]([OH:16])=O)=[CH:12][N:13]=2)=[CH:5][CH:4]=1)#[N:2].[C:17]([O:21][C:22]([N:24]1[CH2:29][CH2:28][CH:27]([NH:30][CH:31]2[CH2:33][CH2:32]2)[CH2:26][CH2:25]1)=[O:23])([CH3:20])([CH3:19])[CH3:18]. (6) Given the product [C:1]([O:5][C:6]([N:8]1[CH2:13][CH2:12][CH:11]([C:14]#[CH:16])[CH2:10][CH2:9]1)=[O:7])([CH3:4])([CH3:3])[CH3:2], predict the reactants needed to synthesize it. The reactants are: [C:1]([O:5][C:6]([N:8]1[CH2:13][CH2:12][CH:11]([CH:14]=O)[CH2:10][CH2:9]1)=[O:7])([CH3:4])([CH3:3])[CH3:2].[C:16](=O)([O-])[O-].[K+].[K+].COP(C(=[N+]=[N-])C(=O)C)(=O)OC.